From a dataset of Full USPTO retrosynthesis dataset with 1.9M reactions from patents (1976-2016). Predict the reactants needed to synthesize the given product. (1) Given the product [Cl:1][C:2]1[N:3]=[C:4]([N:20]2[CH2:21][CH2:22][N:23]([CH3:26])[CH2:24][CH2:25]2)[C:5](=[O:19])[N:6]([C:8]2[CH:9]=[C:10]([CH:15]=[CH:16][C:17]=2[CH3:18])[C:11]([NH:30][CH:27]2[CH2:29][CH2:28]2)=[O:12])[CH:7]=1, predict the reactants needed to synthesize it. The reactants are: [Cl:1][C:2]1[N:3]=[C:4]([N:20]2[CH2:25][CH2:24][N:23]([CH3:26])[CH2:22][CH2:21]2)[C:5](=[O:19])[N:6]([C:8]2[CH:9]=[C:10]([CH:15]=[CH:16][C:17]=2[CH3:18])[C:11](OC)=[O:12])[CH:7]=1.[CH:27]1([NH2:30])[CH2:29][CH2:28]1.C([Mg]Cl)(C)C.[NH4+].[Cl-]. (2) Given the product [OH:20][C:19]1([C:21]2[C:22]([CH3:31])=[C:23]3[C:27](=[CH:28][CH:29]=2)[C:26](=[O:30])[O:25][CH2:24]3)[O:1][CH2:2][CH:3]2[CH2:4][N:5]([C:10]([O:12][C:13]([CH3:16])([CH3:15])[CH3:14])=[O:11])[CH2:6][CH2:7][CH2:8][N:9]2[CH2:18]1, predict the reactants needed to synthesize it. The reactants are: [OH:1][CH2:2][CH:3]1[NH:9][CH2:8][CH2:7][CH2:6][N:5]([C:10]([O:12][C:13]([CH3:16])([CH3:15])[CH3:14])=[O:11])[CH2:4]1.Br[CH2:18][C:19]([C:21]1[C:22]([CH3:31])=[C:23]2[C:27](=[CH:28][CH:29]=1)[C:26](=[O:30])[O:25][CH2:24]2)=[O:20].C(N(C(C)C)CC)(C)C. (3) Given the product [NH2:9][C:5]1[N:4]=[C:3]([NH:16][C@H:17]2[CH2:18][CH2:19][C@H:20]([O:23][CH2:24][CH2:25][OH:26])[CH2:21][CH2:22]2)[C:2](/[CH:29]=[CH:28]/[C:27]([O:31][CH2:32][CH3:33])=[O:30])=[C:7]([CH3:8])[N:6]=1, predict the reactants needed to synthesize it. The reactants are: Br[C:2]1[C:3]([NH:16][C@H:17]2[CH2:22][CH2:21][C@H:20]([O:23][CH2:24][CH2:25][OH:26])[CH2:19][CH2:18]2)=[N:4][C:5]([N:9]2C(C)=CC=C2C)=[N:6][C:7]=1[CH3:8].[C:27]([O:31][CH2:32][CH3:33])(=[O:30])[CH:28]=[CH2:29]. (4) Given the product [C:17]([C:6]1[C:5]([NH:4][C:2]([NH2:1])=[O:3])=[CH:9][N:8]([C:10]2[CH:15]=[CH:14][C:13]([S:20][C:21]3[CH:26]=[CH:25][CH:24]=[CH:23][N:22]=3)=[CH:12][CH:11]=2)[N:7]=1)(=[O:18])[NH2:19], predict the reactants needed to synthesize it. The reactants are: [NH2:1][C:2]([NH:4][C:5]1[C:6]([C:17]([NH2:19])=[O:18])=[N:7][N:8]([C:10]2[CH:15]=[CH:14][C:13](I)=[CH:12][CH:11]=2)[CH:9]=1)=[O:3].[SH:20][C:21]1[CH:26]=[CH:25][CH:24]=[CH:23][N:22]=1.C([O-])([O-])=O.[Cs+].[Cs+].